Dataset: Reaction yield outcomes from USPTO patents with 853,638 reactions. Task: Predict the reaction yield, written as a fraction of the theoretical maximum amount of product (1.0 means a 100% yield; for example, 0.34 means a 34% yield). The reactants are [CH3:1][N:2]1[C:6]2[CH:7]=[C:8]([CH3:12])[C:9]([CH3:11])=[CH:10][C:5]=2[N:4]=[CH:3]1.C([Li])(C)(C)C.C1C(=O)N([I:25])C(=O)C1. The catalyst is O1CCCC1. The product is [CH3:1][N:2]1[C:6]2[CH:7]=[C:8]([CH3:12])[C:9]([CH3:11])=[CH:10][C:5]=2[N:4]=[C:3]1[I:25]. The yield is 0.310.